Predict the reaction yield, written as a fraction of the theoretical maximum amount of product (1.0 means a 100% yield; for example, 0.34 means a 34% yield). From a dataset of Reaction yield outcomes from USPTO patents with 853,638 reactions. The reactants are [CH3:1][O:2][CH2:3][CH2:4][O:5][C:6]1[CH:12]=[CH:11][C:9]([NH2:10])=[CH:8][C:7]=1[C:13]([F:16])([F:15])[F:14].[C:17](N1C=CN=C1)(N1C=CN=C1)=[O:18].C1COCC1.[NH:34]1[C:38]2=[N:39][CH:40]=[CH:41][C:42]([O:43][C:44]3[CH:50]=[CH:49][C:47]([NH2:48])=[CH:46][CH:45]=3)=[C:37]2[CH:36]=[CH:35]1. The catalyst is ClC(Cl)CCl. The product is [CH3:1][O:2][CH2:3][CH2:4][O:5][C:6]1[CH:12]=[CH:11][C:9]([NH:10][C:17]([NH:48][C:47]2[CH:49]=[CH:50][C:44]([O:43][C:42]3[CH:41]=[CH:40][N:39]=[C:38]4[NH:34][CH:35]=[CH:36][C:37]=34)=[CH:45][CH:46]=2)=[O:18])=[CH:8][C:7]=1[C:13]([F:14])([F:15])[F:16]. The yield is 0.790.